From a dataset of Reaction yield outcomes from USPTO patents with 853,638 reactions. Predict the reaction yield, written as a fraction of the theoretical maximum amount of product (1.0 means a 100% yield; for example, 0.34 means a 34% yield). The catalyst is CN(C=O)C. The product is [CH3:56][O:57][CH2:58][CH2:59][N:60]([CH3:61])[C:17]([C:13]1[CH:14]=[C:15]2[C:10](=[CH:11][CH:12]=1)[NH:9][C:8]([C:7]1[C:2](=[O:1])[NH:3][C:4]3[C:5](=[CH:20][S:21][CH:22]=3)[N:6]=1)=[CH:16]2)=[O:18]. The reactants are [O:1]=[C:2]1[C:7]([C:8]2[NH:9][C:10]3[C:15]([CH:16]=2)=[CH:14][C:13]([C:17](O)=[O:18])=[CH:12][CH:11]=3)=[N:6][C:5]2=[CH:20][S:21][CH:22]=[C:4]2[NH:3]1.C1CN([P+](ON2N=NC3C=CC=CC2=3)(N2CCCC2)N2CCCC2)CC1.F[P-](F)(F)(F)(F)F.[CH3:56][O:57][CH2:58][CH2:59][NH:60][CH3:61]. The yield is 0.380.